Dataset: Peptide-MHC class II binding affinity with 134,281 pairs from IEDB. Task: Regression. Given a peptide amino acid sequence and an MHC pseudo amino acid sequence, predict their binding affinity value. This is MHC class II binding data. (1) The MHC is DRB1_0301 with pseudo-sequence DRB1_0301. The binding affinity (normalized) is 0.723. The peptide sequence is YGNGILVGDNSFVSA. (2) The peptide sequence is DTNGTDRAEILPDTT. The MHC is DRB1_0101 with pseudo-sequence DRB1_0101. The binding affinity (normalized) is 0.0538. (3) The peptide sequence is LKAMTADQEVPEKPDS. The MHC is DRB1_0701 with pseudo-sequence DRB1_0701. The binding affinity (normalized) is 0. (4) The peptide sequence is DRPFQLFEFYAREPDV. The MHC is HLA-DQA10501-DQB10201 with pseudo-sequence HLA-DQA10501-DQB10201. The binding affinity (normalized) is 0.235. (5) The peptide sequence is LERFAVNPGLL. The MHC is DRB1_1101 with pseudo-sequence DRB1_1101. The binding affinity (normalized) is 0.180. (6) The peptide sequence is EKKRFAATQFEPLAA. The MHC is HLA-DPA10201-DPB11401 with pseudo-sequence HLA-DPA10201-DPB11401. The binding affinity (normalized) is 0.797.